From a dataset of Full USPTO retrosynthesis dataset with 1.9M reactions from patents (1976-2016). Predict the reactants needed to synthesize the given product. (1) Given the product [C:12]([C:14]1[CH:15]=[CH:16][C:17]([OH:20])=[CH:18][CH:19]=1)([CH3:21])([CH3:11])[CH3:13], predict the reactants needed to synthesize it. The reactants are: C(Cl)Cl.C(N(CC)CC)C.[CH3:11][C:12]([C:21]1C=CC(O)=CC=1)([C:14]1[CH:15]=[CH:16][C:17]([OH:20])=[CH:18][CH:19]=1)[CH3:13]. (2) Given the product [NH2:26][C:5]([C:8]1[CH:17]=[CH:16][C:15]2[C:10](=[CH:11][CH:12]=[C:13]([S:49][C:45]3[CH:46]=[CH:47][CH:48]=[C:43]([O:42][CH2:35][C:36]4[CH:41]=[CH:40][CH:39]=[CH:38][CH:37]=4)[CH:44]=3)[CH:14]=2)[CH:9]=1)([CH2:4][OH:3])[CH2:6][OH:7], predict the reactants needed to synthesize it. The reactants are: CC1(C)[O:7][CH2:6][C:5]([NH:26]C(=O)OC(C)(C)C)([C:8]2[CH:17]=[CH:16][C:15]3[C:10](=[CH:11][CH:12]=[C:13](OS(C(F)(F)F)(=O)=O)[CH:14]=3)[CH:9]=2)[CH2:4][O:3]1.[CH2:35]([O:42][C:43]1[CH:44]=[C:45]([SH:49])[CH:46]=[CH:47][CH:48]=1)[C:36]1[CH:41]=[CH:40][CH:39]=[CH:38][CH:37]=1. (3) Given the product [C:11]([O:15][C:16]([NH:17][N:18]=[C:7]1[CH2:8][CH2:9][N:4]([CH:1]2[CH2:3][CH2:2]2)[CH2:5][CH2:6]1)=[O:19])([CH3:14])([CH3:13])[CH3:12], predict the reactants needed to synthesize it. The reactants are: [CH:1]1([N:4]2[CH2:9][CH2:8][C:7](=O)[CH2:6][CH2:5]2)[CH2:3][CH2:2]1.[C:11]([O:15][C:16](=[O:19])[NH:17][NH2:18])([CH3:14])([CH3:13])[CH3:12]. (4) Given the product [NH:1]1[C:9]2[CH:8]=[CH:7][CH:6]=[C:5]([C:10]([OH:12])=[O:11])[C:4]=2[CH2:3][CH2:2]1, predict the reactants needed to synthesize it. The reactants are: [NH:1]1[C:9]2[CH:8]=[CH:7][CH:6]=[C:5]([C:10]([OH:12])=[O:11])[C:4]=2[CH:3]=[CH:2]1.[BH3-]C#N.[Na+].N1C2C(=CC=CC=2)C=C1. (5) The reactants are: [CH:1]1([N:4]([CH:18]2[CH2:23][CH2:22][NH:21][CH2:20][CH2:19]2)[S:5]([C:8]2[CH:13]=[CH:12][CH:11]=[C:10]([C:14]([F:17])([F:16])[F:15])[CH:9]=2)(=[O:7])=[O:6])[CH2:3][CH2:2]1.C1C=CC2N(O)N=NC=2C=1.CCN=C=NCCCN(C)C.[OH:45][C:46]1[CH:54]=[CH:53][C:49]([C:50](O)=[O:51])=[CH:48][N:47]=1. Given the product [CH:1]1([N:4]([CH:18]2[CH2:23][CH2:22][N:21]([C:50]([C:49]3[CH:53]=[CH:54][C:46](=[O:45])[NH:47][CH:48]=3)=[O:51])[CH2:20][CH2:19]2)[S:5]([C:8]2[CH:13]=[CH:12][CH:11]=[C:10]([C:14]([F:17])([F:15])[F:16])[CH:9]=2)(=[O:6])=[O:7])[CH2:3][CH2:2]1, predict the reactants needed to synthesize it.